Dataset: Full USPTO retrosynthesis dataset with 1.9M reactions from patents (1976-2016). Task: Predict the reactants needed to synthesize the given product. (1) Given the product [CH3:10][O:11][C:12]1[C:16]([CH2:17][OH:18])=[CH:15][N:14]([C:22]2[CH:27]=[N:26][C:25]([C:28]([F:31])([F:29])[F:30])=[CH:24][N:23]=2)[N:13]=1, predict the reactants needed to synthesize it. The reactants are: CC(C[AlH]CC(C)C)C.[CH3:10][O:11][C:12]1[C:16]([C:17](OCC)=[O:18])=[CH:15][N:14]([C:22]2[CH:27]=[N:26][C:25]([C:28]([F:31])([F:30])[F:29])=[CH:24][N:23]=2)[N:13]=1. (2) Given the product [S:6]1[CH:7]=[CH:8][C:4]2[CH:3]=[C:2]([C:27](=[O:32])[CH2:28][CH:29]([CH3:31])[CH3:30])[CH:10]=[CH:9][C:5]1=2, predict the reactants needed to synthesize it. The reactants are: Br[C:2]1[CH:10]=[CH:9][C:5]2[S:6][CH:7]=[CH:8][C:4]=2[CH:3]=1.[Mg].II.BrC1SC2C=CC=CC=2C=1.CON(C)[C:27](=[O:32])[CH2:28][CH:29]([CH3:31])[CH3:30]. (3) Given the product [CH:6]1([C:4]([N:3]([CH2:9][C:10]2[CH:15]=[C:14]([C:16]([F:17])([F:19])[F:18])[CH:13]=[CH:12][C:11]=2[C:20]2[C:21]([O:43][CH3:44])=[CH:22][CH:23]=[C:24]([C@@H:26]([CH3:42])[C:27]([OH:45])=[O:28])[CH:25]=2)[CH2:1][CH3:2])=[O:5])[CH2:8][CH2:7]1, predict the reactants needed to synthesize it. The reactants are: [CH2:1]([N:3]([CH2:9][C:10]1[CH:15]=[C:14]([C:16]([F:19])([F:18])[F:17])[CH:13]=[CH:12][C:11]=1[C:20]1[CH:25]=[C:24]([C@@H:26]([CH3:42])[C:27](N2[C@H](C)[C@H](C3C=CC=CC=3)OC2=O)=[O:28])[CH:23]=[CH:22][C:21]=1[O:43][CH3:44])[C:4]([CH:6]1[CH2:8][CH2:7]1)=[O:5])[CH3:2].[OH:45]O.[OH-].[Li+].Cl. (4) Given the product [CH2:20]([N:27]1[CH2:31][CH2:30][N:29]([C:32]2[S:33][C:34]([C:38]([NH:15][CH2:14][C:13]3[CH:12]=[C:11]([F:10])[CH:18]=[C:17]([F:19])[CH:16]=3)=[O:39])=[C:35]([CH3:37])[N:36]=2)[C:28]1=[O:41])[C:21]1[CH:26]=[CH:25][CH:24]=[CH:23][CH:22]=1, predict the reactants needed to synthesize it. The reactants are: FC1C=CC(CN)=CC=1.[F:10][C:11]1[CH:12]=[C:13]([CH:16]=[C:17]([F:19])[CH:18]=1)[CH2:14][NH2:15].[CH2:20]([N:27]1[CH2:31][CH2:30][N:29]([C:32]2[S:33][C:34]([C:38](O)=[O:39])=[C:35]([CH3:37])[N:36]=2)[C:28]1=[O:41])[C:21]1[CH:26]=[CH:25][CH:24]=[CH:23][CH:22]=1. (5) Given the product [ClH:35].[C:1]1([C@H:7]([NH:9][C:10]2[CH:11]=[C:12]([N:22]3[CH2:23][CH2:24][NH:25][CH2:26][CH2:27]3)[CH:13]=[CH:14][C:15]=2[C:16](=[O:21])[C:17]([F:20])([F:18])[F:19])[CH3:8])[CH:6]=[CH:5][CH:4]=[CH:3][CH:2]=1, predict the reactants needed to synthesize it. The reactants are: [C:1]1([CH:7]([NH:9][C:10]2[CH:11]=[C:12]([N:22]3[CH2:27][CH2:26][N:25](C(OC(C)(C)C)=O)[CH2:24][CH2:23]3)[CH:13]=[CH:14][C:15]=2[C:16](=[O:21])[C:17]([F:20])([F:19])[F:18])[CH3:8])[CH:6]=[CH:5][CH:4]=[CH:3][CH:2]=1.[ClH:35]. (6) Given the product [Cl:36][C:14]([CH3:15])([CH3:16])[CH2:13][CH2:12][C:5]1([CH3:17])[C:6]2[C:11](=[CH:10][CH:9]=[CH:8][CH:7]=2)[C:2]([OH:1])=[C:3]([C:19]2[NH:24][C:23]3[CH:25]=[CH:26][C:27]([NH:29][S:30]([CH3:33])(=[O:32])=[O:31])=[CH:28][C:22]=3[S:21](=[O:35])(=[O:34])[N:20]=2)[C:4]1=[O:18], predict the reactants needed to synthesize it. The reactants are: [OH:1][C:2]1[C:11]2[C:6](=[CH:7][CH:8]=[CH:9][CH:10]=2)[C:5]([CH3:17])([CH2:12][CH:13]=[C:14]([CH3:16])[CH3:15])[C:4](=[O:18])[C:3]=1[C:19]1[NH:24][C:23]2[CH:25]=[CH:26][C:27]([NH:29][S:30]([CH3:33])(=[O:32])=[O:31])=[CH:28][C:22]=2[S:21](=[O:35])(=[O:34])[N:20]=1.[ClH:36]. (7) The reactants are: N(C(OCC)=O)=NC(OCC)=O.[NH:13]1[C:21]2[C:16](=[CH:17][C:18]([O:22][C:23]3[C:32]4[C:27](=[CH:28][C:29]([O:34][CH3:35])=[C:30]([OH:33])[CH:31]=4)[N:26]=[CH:25][N:24]=3)=[CH:19][N:20]=2)[CH:15]=[CH:14]1.C1(P(C2C=CC=CC=2)C2C=CC=CC=2)C=CC=CC=1.[CH3:55][S:56]([N:59]1[CH2:64][CH2:63][N:62]([CH2:65][CH2:66][CH2:67]O)[CH2:61][CH2:60]1)(=[O:58])=[O:57]. Given the product [NH:13]1[C:21]2[C:16](=[CH:17][C:18]([O:22][C:23]3[C:32]4[C:27](=[CH:28][C:29]([O:34][CH3:35])=[C:30]([O:33][CH2:67][CH2:66][CH2:65][N:62]5[CH2:63][CH2:64][N:59]([S:56]([CH3:55])(=[O:58])=[O:57])[CH2:60][CH2:61]5)[CH:31]=4)[N:26]=[CH:25][N:24]=3)=[CH:19][N:20]=2)[CH:15]=[CH:14]1, predict the reactants needed to synthesize it.